From a dataset of Forward reaction prediction with 1.9M reactions from USPTO patents (1976-2016). Predict the product of the given reaction. (1) Given the reactants Br[C:2]1[CH:7]=[CH:6][C:5]([F:8])=[CH:4][N:3]=1.[C:9]([N:12]1[C:21]2[C:16](=[CH:17][C:18]([C:22]([NH:24][CH3:25])=[O:23])=[CH:19][CH:20]=2)[CH:15]([NH2:26])[CH:14]([CH3:27])[CH:13]1[CH:28]1[CH2:30][CH2:29]1)(=[O:11])[CH3:10].CC(C)([O-])C.[Na+].CN(C1C(C2C(P(C3CCCCC3)C3CCCCC3)=CC=CC=2)=CC=CC=1)C, predict the reaction product. The product is: [C:9]([N:12]1[C:21]2[C:16](=[CH:17][C:18]([C:22]([NH:24][CH3:25])=[O:23])=[CH:19][CH:20]=2)[CH:15]([NH:26][C:2]2[CH:7]=[CH:6][C:5]([F:8])=[CH:4][N:3]=2)[CH:14]([CH3:27])[CH:13]1[CH:28]1[CH2:29][CH2:30]1)(=[O:11])[CH3:10]. (2) Given the reactants C([N:14]1[CH2:17][CH:16]([O:18][CH:19]([C:30]2[CH:35]=[CH:34][C:33]([Cl:36])=[CH:32][CH:31]=2)[C:20]2[CH:25]=[CH:24][CH:23]=[CH:22][C:21]=2[C:26]([F:29])([F:28])[F:27])[CH2:15]1)(C1C=CC=CC=1)C1C=CC=CC=1.Cl.ClC1C=CC=CC=1C(OC1CNC1)C1C=CC(Cl)=CC=1, predict the reaction product. The product is: [ClH:36].[F:29][C:26]([F:27])([F:28])[C:21]1[CH:22]=[CH:23][CH:24]=[CH:25][C:20]=1[CH:19]([O:18][CH:16]1[CH2:17][NH:14][CH2:15]1)[C:30]1[CH:35]=[CH:34][C:33]([Cl:36])=[CH:32][CH:31]=1. (3) Given the reactants [OH-:1].[K+].[CH2:3]([N:10]1[CH2:15][CH2:14][C:13]([C:18]2[CH:23]=[CH:22][N:21]=[CH:20][CH:19]=2)([C:16]#[N:17])[CH2:12][CH2:11]1)[C:4]1[CH:9]=[CH:8][CH:7]=[CH:6][CH:5]=1, predict the reaction product. The product is: [CH2:3]([N:10]1[CH2:11][CH2:12][C:13]([C:18]2[CH:19]=[CH:20][N:21]=[CH:22][CH:23]=2)([C:16]([NH2:17])=[O:1])[CH2:14][CH2:15]1)[C:4]1[CH:9]=[CH:8][CH:7]=[CH:6][CH:5]=1. (4) Given the reactants FC(F)(F)C(O)=O.[O:8]1[C:12]2[CH:13]=[CH:14][CH:15]=[CH:16][C:11]=2[C:10]([NH:17][C:18]([N:20]2[CH2:25][CH2:24][NH:23][CH2:22][CH2:21]2)=[O:19])=[N:9]1.C(N(CC)CC)C.Cl[C:34]([O:36][CH:37]([CH3:39])[CH3:38])=[O:35].O, predict the reaction product. The product is: [O:8]1[C:12]2[CH:13]=[CH:14][CH:15]=[CH:16][C:11]=2[C:10]([NH:17][C:18]([N:20]2[CH2:25][CH2:24][N:23]([C:34]([O:36][CH:37]([CH3:39])[CH3:38])=[O:35])[CH2:22][CH2:21]2)=[O:19])=[N:9]1. (5) Given the reactants [CH2:1]([C:9]1[S:10][CH:11]=[CH:12][CH:13]=1)[CH2:2][CH2:3][CH2:4][CH2:5][CH2:6][CH2:7][CH3:8].[Br:14]N1C(=O)CCC1=O.O, predict the reaction product. The product is: [Br:14][C:11]1[S:10][C:9]([CH2:1][CH2:2][CH2:3][CH2:4][CH2:5][CH2:6][CH2:7][CH3:8])=[CH:13][CH:12]=1. (6) Given the reactants C(O[BH-](OC(=O)C)OC(=O)C)(=O)C.[Na+].C(N1CCNCC1)=O.C([N:25]1[CH2:30][CH2:29][N:28]([CH2:31][CH:32]2[CH2:37][CH2:36][CH2:35][CH2:34][CH2:33]2)[CH2:27][CH2:26]1)=O.[ClH:38], predict the reaction product. The product is: [CH:32]1([CH2:31][N:28]2[CH2:27][CH2:26][NH:25][CH2:30][CH2:29]2)[CH2:33][CH2:34][CH2:35][CH2:36][CH2:37]1.[ClH:38]. (7) Given the reactants [CH2:1]([O:8][C:9]1[CH:10]=[C:11]([CH:15]([NH:23][C:24]([CH:26]2[CH2:29][CH2:28][CH2:27]2)=O)[C:16]2[C:17](=[O:22])[NH:18][CH:19]=[N:20][N:21]=2)[CH:12]=[CH:13][CH:14]=1)[C:2]1[CH:7]=[CH:6][CH:5]=[CH:4][CH:3]=1, predict the reaction product. The product is: [CH2:1]([O:8][C:9]1[CH:10]=[C:11]([C:15]2[N:23]=[C:24]([CH:26]3[CH2:29][CH2:28][CH2:27]3)[N:21]3[C:16]=2[C:17](=[O:22])[NH:18][CH:19]=[N:20]3)[CH:12]=[CH:13][CH:14]=1)[C:2]1[CH:7]=[CH:6][CH:5]=[CH:4][CH:3]=1. (8) Given the reactants [CH2:1]([N:8]([C:48]([O:50][CH2:51][C:52]1[CH:57]=[CH:56][CH:55]=[CH:54][CH:53]=1)=[O:49])[CH2:9][CH2:10][N:11]1[C:16]2[CH:17]=[C:18]([C:25]([N:27]([CH:41]([CH3:43])[CH3:42])[C@@H:28]3[CH2:33][CH2:32][CH2:31][N:30]([C:34]([O:36][C:37]([CH3:40])([CH3:39])[CH3:38])=[O:35])[CH2:29]3)=[O:26])[C:19]([C:21]([F:24])([F:23])[F:22])=[CH:20][C:15]=2[O:14][C:13]([CH2:45][OH:46])([CH3:44])[C:12]1=[O:47])[C:2]1[CH:7]=[CH:6][CH:5]=[CH:4][CH:3]=1.[O:58]1[CH:63]=[CH:62][CH2:61][CH2:60][CH2:59]1.C1(C)C=CC(S([O-])(=O)=O)=CC=1.[NH+]1C=CC=CC=1.O, predict the reaction product. The product is: [CH2:1]([N:8]([C:48]([O:50][CH2:51][C:52]1[CH:53]=[CH:54][CH:55]=[CH:56][CH:57]=1)=[O:49])[CH2:9][CH2:10][N:11]1[C:16]2[CH:17]=[C:18]([C:25]([N:27]([CH:41]([CH3:42])[CH3:43])[C@@H:28]3[CH2:33][CH2:32][CH2:31][N:30]([C:34]([O:36][C:37]([CH3:40])([CH3:38])[CH3:39])=[O:35])[CH2:29]3)=[O:26])[C:19]([C:21]([F:24])([F:23])[F:22])=[CH:20][C:15]=2[O:14][C:13]([CH3:44])([CH2:45][O:46][CH:59]2[CH2:60][CH2:61][CH2:62][CH2:63][O:58]2)[C:12]1=[O:47])[C:2]1[CH:7]=[CH:6][CH:5]=[CH:4][CH:3]=1. (9) The product is: [OH:25][CH2:23][C:24]1[N:10]([CH2:11][CH2:12][CH:13]([CH3:15])[CH3:14])[C:9]2[CH:8]=[CH:7][C:4]([C:5]#[N:6])=[CH:3][C:2]=2[N:1]=1. Given the reactants [NH2:1][C:2]1[CH:3]=[C:4]([CH:7]=[CH:8][C:9]=1[NH:10][CH2:11][CH2:12][CH:13]([CH3:15])[CH3:14])[C:5]#[N:6].C(N(CC)CC)C.[C:23](OCC(Cl)=O)(=[O:25])[CH3:24], predict the reaction product. (10) Given the reactants Br[C:2]1[CH:7]=[C:6]([Cl:8])[CH:5]=[CH:4][C:3]=1[O:9][CH3:10].[Li]CCCC.CCCCCCC.[C:23]([N:30]1[CH2:35][CH2:34][C:33](=[O:36])[CH2:32][CH2:31]1)([O:25][C:26]([CH3:29])([CH3:28])[CH3:27])=[O:24].OS([O-])(=O)=O.[Na+].[O-]S([O-])(=O)=O.[Na+].[Na+], predict the reaction product. The product is: [Cl:8][C:6]1[CH:5]=[CH:4][C:3]([O:9][CH3:10])=[C:2]([C:33]2([OH:36])[CH2:32][CH2:31][N:30]([C:23]([O:25][C:26]([CH3:28])([CH3:27])[CH3:29])=[O:24])[CH2:35][CH2:34]2)[CH:7]=1.